Dataset: Forward reaction prediction with 1.9M reactions from USPTO patents (1976-2016). Task: Predict the product of the given reaction. (1) Given the reactants [CH2:1]([O:3][C:4](=[O:27])[C:5]1[CH:10]=[C:9]([F:11])[C:8]([N:12]2[CH2:16][CH2:15][C@H:14]([NH:17][C:18]([O:20][C:21]([CH3:24])([CH3:23])[CH3:22])=[O:19])[CH2:13]2)=[C:7]([F:25])[C:6]=1F)[CH3:2].[CH:28]1([NH2:31])[CH2:30][CH2:29]1, predict the reaction product. The product is: [CH2:1]([O:3][C:4](=[O:27])[C:5]1[CH:10]=[C:9]([F:11])[C:8]([N:12]2[CH2:16][CH2:15][C@H:14]([NH:17][C:18]([O:20][C:21]([CH3:22])([CH3:23])[CH3:24])=[O:19])[CH2:13]2)=[C:7]([F:25])[C:6]=1[NH:31][CH:28]1[CH2:30][CH2:29]1)[CH3:2]. (2) The product is: [Cl:25][C:26]1[C:35]2[O:34][CH2:33][C:32]([N+:19]([O-:21])=[O:20])=[CH:31][C:30]=2[C:29]([C:36]([NH2:38])=[O:37])=[CH:28][CH:27]=1. Given the reactants C1OCCOCCOCCOCCOCCOC1.[N:19]([O-:21])=[O:20].[K+].II.[Cl:25][C:26]1[C:35]2[O:34][CH2:33][CH:32]=[CH:31][C:30]=2[C:29]([C:36]([NH2:38])=[O:37])=[CH:28][CH:27]=1, predict the reaction product. (3) Given the reactants [F:1][C:2]1[CH:7]=[CH:6][C:5]([C:8]2[CH:13]=[CH:12][C:11]([CH:14]([C:16]3[CH:21]=[CH:20][N:19]=[CH:18][CH:17]=3)O)=[CH:10][CH:9]=2)=[C:4]([O:22][CH3:23])[CH:3]=1.C(N(S(F)(F)[F:30])CC)C, predict the reaction product. The product is: [F:30][CH:14]([C:11]1[CH:12]=[CH:13][C:8]([C:5]2[CH:6]=[CH:7][C:2]([F:1])=[CH:3][C:4]=2[O:22][CH3:23])=[CH:9][CH:10]=1)[C:16]1[CH:21]=[CH:20][N:19]=[CH:18][CH:17]=1. (4) Given the reactants [C:1]([O:5][C:6](=[O:48])[CH2:7][O:8][CH2:9][CH2:10][O:11][CH2:12][CH2:13][O:14][CH2:15][CH2:16][O:17][CH2:18][CH2:19][O:20][CH2:21][CH2:22][O:23][C:24]1[CH:29]=[CH:28][C:27]([O:30][CH2:31][CH2:32][O:33][CH2:34][CH2:35][O:36][CH2:37][CH2:38][O:39][CH2:40][CH2:41][O:42][CH2:43][CH2:44][N:45]=[N+]=[N-])=[CH:26][CH:25]=1)([CH3:4])([CH3:3])[CH3:2].[H][H], predict the reaction product. The product is: [C:1]([O:5][C:6](=[O:48])[CH2:7][O:8][CH2:9][CH2:10][O:11][CH2:12][CH2:13][O:14][CH2:15][CH2:16][O:17][CH2:18][CH2:19][O:20][CH2:21][CH2:22][O:23][C:24]1[CH:25]=[CH:26][C:27]([O:30][CH2:31][CH2:32][O:33][CH2:34][CH2:35][O:36][CH2:37][CH2:38][O:39][CH2:40][CH2:41][O:42][CH2:43][CH2:44][NH2:45])=[CH:28][CH:29]=1)([CH3:4])([CH3:2])[CH3:3]. (5) Given the reactants [C:1]([C:3]1[NH:7][C:6]([C:8]([OH:10])=[O:9])=[CH:5][CH:4]=1)#N.Cl.CN(C)CCCN=C=N[CH2:20][CH3:21].[OH:23]C1C2N=NNC=2C=CC=1.N1(C2C=CC=CC=2N)CCCCC1, predict the reaction product. The product is: [CH2:20]([O:10][C:8]([C:6]1[NH:7][C:3]([CH:1]=[O:23])=[CH:4][CH:5]=1)=[O:9])[CH3:21]. (6) Given the reactants O.O.[Sn](Cl)(Cl)(Cl)Cl.Cl.[CH3:9][C:10]1[CH:11]=[C:12]([CH:25]=[CH:26][C:27]=1[N+:28]([O-])=O)[CH2:13][N:14]1[C:22](=[O:23])[C:21]2[C:16](=[CH:17][CH:18]=[CH:19][CH:20]=2)[C:15]1=[O:24].[OH-].[Na+], predict the reaction product. The product is: [NH2:28][C:27]1[CH:26]=[CH:25][C:12]([CH2:13][N:14]2[C:15](=[O:24])[C:16]3[C:21](=[CH:20][CH:19]=[CH:18][CH:17]=3)[C:22]2=[O:23])=[CH:11][C:10]=1[CH3:9].